Dataset: Retrosynthesis with 50K atom-mapped reactions and 10 reaction types from USPTO. Task: Predict the reactants needed to synthesize the given product. Given the product Cc1nccc2c1c(=O)n(C)c1cc(OC[C@@H](N)CC(C)C)c(C(F)F)cc21, predict the reactants needed to synthesize it. The reactants are: Cc1nccc2c1c(=O)n(C)c1cc(OC[C@H](CC(C)C)NC(=O)OC(C)(C)C)c(C(F)F)cc21.